Task: Predict the reaction yield, written as a fraction of the theoretical maximum amount of product (1.0 means a 100% yield; for example, 0.34 means a 34% yield).. Dataset: Reaction yield outcomes from USPTO patents with 853,638 reactions (1) The reactants are [OH:1][C:2]1[CH:3]=[C:4]([CH:7]=[CH:8][C:9]=1[O:10][CH2:11][CH3:12])[CH:5]=O.[CH3:13][C:14]([C:16]1[CH:21]=[C:20]([O:22][CH3:23])[C:19]([O:24][CH3:25])=[C:18]([O:26][CH3:27])[CH:17]=1)=[O:15].[OH-].[Na+]. The catalyst is CO.C(OCC)(=O)C. The product is [OH:1][C:2]1[CH:3]=[C:4](/[CH:5]=[CH:13]/[C:14]([C:16]2[CH:17]=[C:18]([O:26][CH3:27])[C:19]([O:24][CH3:25])=[C:20]([O:22][CH3:23])[CH:21]=2)=[O:15])[CH:7]=[CH:8][C:9]=1[O:10][CH2:11][CH3:12]. The yield is 0.167. (2) The reactants are Br[C:2]1[N:3]=[CH:4][CH:5]=[C:6]2[CH:10]=[CH:9][N:8]([S:11]([C:14]3[CH:19]=[CH:18][C:17]([O:20][CH3:21])=[CH:16][CH:15]=3)(=[O:13])=[O:12])[C:7]=12.C([O-])([O-])=O.[K+].[K+].[C:28]1(B(O)O)[CH:33]=[CH:32][CH:31]=[CH:30][CH:29]=1. The catalyst is C1(C)C=CC=CC=1.CCO.[Pd].C1(P(C2C=CC=CC=2)C2C=CC=CC=2)C=CC=CC=1.C1(P(C2C=CC=CC=2)C2C=CC=CC=2)C=CC=CC=1.C1(P(C2C=CC=CC=2)C2C=CC=CC=2)C=CC=CC=1.C1(P(C2C=CC=CC=2)C2C=CC=CC=2)C=CC=CC=1. The product is [CH3:21][O:20][C:17]1[CH:18]=[CH:19][C:14]([S:11]([N:8]2[C:7]3=[C:2]([C:28]4[CH:33]=[CH:32][CH:31]=[CH:30][CH:29]=4)[N:3]=[CH:4][CH:5]=[C:6]3[CH:10]=[CH:9]2)(=[O:13])=[O:12])=[CH:15][CH:16]=1. The yield is 0.270. (3) The reactants are [CH3:1][N:2]1[CH2:6][CH2:5][CH2:4][C@H:3]1[CH2:7][O:8][C:9]1[CH:21]=[CH:20][C:12]([C:13]([O:15][C:16]([CH3:19])([CH3:18])[CH3:17])=[O:14])=[C:11]([NH:22][CH:23]2[CH2:28][CH2:27][O:26][CH2:25][CH2:24]2)[CH:10]=1.[C:29](O[C:29]([C:31]([F:34])([F:33])[F:32])=[O:30])([C:31]([F:34])([F:33])[F:32])=[O:30]. The catalyst is C(Cl)Cl. The product is [CH3:1][N:2]1[CH2:6][CH2:5][CH2:4][C@H:3]1[CH2:7][O:8][C:9]1[CH:21]=[CH:20][C:12]([C:13]([O:15][C:16]([CH3:19])([CH3:17])[CH3:18])=[O:14])=[C:11]([N:22]([CH:23]2[CH2:28][CH2:27][O:26][CH2:25][CH2:24]2)[C:29](=[O:30])[C:31]([F:34])([F:33])[F:32])[CH:10]=1. The yield is 0.870.